From a dataset of Peptide-MHC class II binding affinity with 134,281 pairs from IEDB. Regression. Given a peptide amino acid sequence and an MHC pseudo amino acid sequence, predict their binding affinity value. This is MHC class II binding data. The peptide sequence is KCEFQDAYVLLSEKK. The MHC is DRB1_0405 with pseudo-sequence DRB1_0405. The binding affinity (normalized) is 0.458.